From a dataset of Antibody paratope prediction from SAbDab with 1,023 antibody chains. Token-level Classification. Given an antibody amino acid sequence, predict which amino acid positions are active in antigen binding. Output is a list of indices for active paratope positions. (1) The paratope positions are: [30, 31, 32, 33, 34, 35]. Given the antibody sequence: DIELTQSPSSLAVSAGEKVTMSCKSSQSLLNSGNQKNYLAWYQQKPGLPPKLLIYGASTRESGVPDRFTGSGSGTDFTLTISSVQAEDLAVYYCQNDHSYPLTFGAGTKLEIK, which amino acid positions are active in antigen binding (paratope)? (2) Given the antibody sequence: EVQLVESGGGLVQPGGSLRLSCAASGFTFSNTYISWVRQAPGKGLEWVASITPSSGQTDYADSVKGRFTISADTSKNTAYLQMNSLRAEDTAVYYCARTWLLRWVMDLWGQGTLVTVSS, which amino acid positions are active in antigen binding (paratope)? The paratope positions are: [52, 83, 84, 85, 104, 105]. (3) Given the antibody sequence: VQLLESGGGLVQPGGSLRLSCAASGFTFSSYAMSWVRQAPGKGLEWVSTISLTSGFTYYADSVKGRFTISRDNSKNTLYLQMNSLRAEDTAVYYCARQLTLDVWGQGTLVTVSS, which amino acid positions are active in antigen binding (paratope)? The paratope positions are: [51, 82, 83, 84]. (4) Given the antibody sequence: DIQMTQSPSSLSASVGDRVTITCRASQDIPRSISGYVAWYQQKPGKAPKLLIYWGSYLYSGVPSRFSGSGSGTDFTLTISSLQPEDFATYYCQQHYTTPPTFGQGTKVEIK, which amino acid positions are active in antigen binding (paratope)? The paratope positions are: [30, 31, 32, 33].